Dataset: Forward reaction prediction with 1.9M reactions from USPTO patents (1976-2016). Task: Predict the product of the given reaction. (1) Given the reactants [CH3:1][O:2][C:3]1[CH:8]=[CH:7][C:6]([N:9]([CH3:27])[C:10]([N:12]2[CH2:17][CH2:16][CH:15]([C:18](=[O:26])[C:19]3[CH:24]=[CH:23][C:22](Br)=[CH:21][CH:20]=3)[CH2:14][CH2:13]2)=[O:11])=[CH:5][CH:4]=1.[CH2:28]([N:30]1[CH:34]=[C:33](B2OC(C)(C)C(C)(C)O2)[CH:32]=[N:31]1)[CH3:29].C(=O)([O-])[O-].[Cs+].[Cs+].ClCCl, predict the reaction product. The product is: [CH3:1][O:2][C:3]1[CH:8]=[CH:7][C:6]([N:9]([CH3:27])[C:10]([N:12]2[CH2:17][CH2:16][CH:15]([C:18](=[O:26])[C:19]3[CH:24]=[CH:23][C:22]([C:33]4[CH:32]=[N:31][N:30]([CH2:28][CH3:29])[CH:34]=4)=[CH:21][CH:20]=3)[CH2:14][CH2:13]2)=[O:11])=[CH:5][CH:4]=1. (2) Given the reactants [CH3:1][CH2:2][C:3]([CH2:5][CH2:6]/[CH:7]=[C:8](/[CH2:10][CH2:11][CH:12]=[C:13]([CH3:15])[CH3:14])\[CH3:9])=[CH2:4], predict the reaction product. The product is: [CH3:1][CH2:2][C:3]([CH2:5][CH2:6]/[CH:7]=[C:8](/[CH2:10][CH2:11][CH:12]=[C:13]([CH3:14])[CH3:15])\[CH3:9])=[CH2:4].[CH2:1]=[CH:2][CH:3]=[CH2:4]. (3) Given the reactants [CH2:1]([O:3][C:4](=[O:48])[CH2:5][NH:6][C:7]([C:9]1[C:14]([O:15]CC2C=CC=CC=2)=[C:13]([CH3:23])[N:12]=[C:11]([CH2:24][CH:25]2[CH2:30][CH2:29][N:28]([C:31]3[CH:36]=[CH:35][C:34]([C:37]4[CH:42]=[CH:41][C:40]([CH2:43][OH:44])=[C:39]([C:45]([CH3:47])=[CH2:46])[CH:38]=4)=[CH:33][CH:32]=3)[CH2:27][CH2:26]2)[N:10]=1)=[O:8])[CH3:2], predict the reaction product. The product is: [CH2:1]([O:3][C:4](=[O:48])[CH2:5][NH:6][C:7]([C:9]1[C:14]([OH:15])=[C:13]([CH3:23])[N:12]=[C:11]([CH2:24][CH:25]2[CH2:26][CH2:27][N:28]([C:31]3[CH:32]=[CH:33][C:34]([C:37]4[CH:42]=[CH:41][C:40]([CH2:43][OH:44])=[C:39]([CH:45]([CH3:47])[CH3:46])[CH:38]=4)=[CH:35][CH:36]=3)[CH2:29][CH2:30]2)[N:10]=1)=[O:8])[CH3:2]. (4) Given the reactants [Br:1][C:2]1[CH:3]=[CH:4][C:5]([CH3:10])=[C:6]([CH:9]=1)[CH:7]=[O:8].[CH2:11](O)[CH2:12][OH:13].O.C1(C)C=CC(S(O)(=O)=O)=CC=1, predict the reaction product. The product is: [Br:1][C:2]1[CH:3]=[CH:4][C:5]([CH3:10])=[C:6]([CH:7]2[O:13][CH2:12][CH2:11][O:8]2)[CH:9]=1. (5) Given the reactants Cl[C:2](OC1C=CC([N+]([O-])=O)=CC=1)=[O:3].[NH2:14][C:15]1[CH:23]=[CH:22][C:18]2[N:19]=[CH:20][NH:21][C:17]=2[CH:16]=1.[NH2:24][CH2:25][C:26]([C:28]1[CH:33]=[CH:32][C:31](Cl)=[C:30]([CH3:35])[CH:29]=1)=O, predict the reaction product. The product is: [NH:19]1[C:18]2[CH:22]=[CH:23][C:15]([N:14]3[CH:26]([C:28]4[CH:29]=[C:30]([CH3:35])[CH:31]=[CH:32][CH:33]=4)[CH2:25][NH:24][C:2]3=[O:3])=[CH:16][C:17]=2[N:21]=[CH:20]1.